From a dataset of Reaction yield outcomes from USPTO patents with 853,638 reactions. Predict the reaction yield, written as a fraction of the theoretical maximum amount of product (1.0 means a 100% yield; for example, 0.34 means a 34% yield). (1) The reactants are [CH3:1][N:2]([CH3:18])[CH2:3][CH2:4][N:5]([C:7]1[O:8][CH2:9][C:10](=[O:17])[C:11]=1[C:12]([O:14][CH2:15][CH3:16])=[O:13])[CH3:6].[NH:19]1[C:27]2[C:22](=[CH:23][CH:24]=[CH:25][N:26]=2)[C:21]([CH:28]=O)=[CH:20]1.N1CCC[C@H]1C(O)=O. The catalyst is C(O)C. The product is [CH:12]([OH:14])=[O:13].[NH:19]1[C:27]2=[N:26][CH:25]=[CH:24][CH:23]=[C:22]2[C:21]([CH:28]=[C:9]2[O:8][C:7]([N:5]([CH2:4][CH2:3][N:2]([CH3:1])[CH3:18])[CH3:6])=[C:11]([C:12]([O:14][CH2:15][CH3:16])=[O:13])[C:10]2=[O:17])=[CH:20]1. The yield is 0.120. (2) The reactants are Cl[C:2]1[C:11]([C:12]([OH:14])=[O:13])=[CH:10][C:9]2[C:4](=[CH:5][CH:6]=[C:7]([Cl:15])[CH:8]=2)[N:3]=1.[F:16][C:17]1[CH:18]=[C:19]2[C:29](=[CH:30][CH:31]=1)[C:22]([CH2:23][CH:24]([C:26]([OH:28])=[O:27])[NH2:25])=[CH:21][NH:20]2. No catalyst specified. The product is [C:26]([CH:24]([NH:25][C:2]1[C:11]([C:12]([OH:14])=[O:13])=[CH:10][C:9]2[C:4](=[CH:5][CH:6]=[C:7]([Cl:15])[CH:8]=2)[N:3]=1)[CH2:23][C:22]1[C:29]2[C:19](=[CH:18][C:17]([F:16])=[CH:31][CH:30]=2)[NH:20][CH:21]=1)([OH:28])=[O:27]. The yield is 0.420.